From a dataset of Forward reaction prediction with 1.9M reactions from USPTO patents (1976-2016). Predict the product of the given reaction. (1) Given the reactants [CH2:1]([N:3]([C@@H:11]1[CH2:15][CH2:14][N:13]([C:16](=[O:20])[CH:17]([CH3:19])[CH3:18])[CH2:12]1)C(=O)OC(C)(C)C)[CH3:2].C([Cl:24])(=O)C, predict the reaction product. The product is: [ClH:24].[CH2:1]([NH:3][C@@H:11]1[CH2:15][CH2:14][N:13]([C:16](=[O:20])[CH:17]([CH3:19])[CH3:18])[CH2:12]1)[CH3:2]. (2) Given the reactants FC(F)(F)C(O)=O.[NH2:8][CH:9]([CH2:22][C:23]1[CH:28]=[CH:27][CH:26]=[CH:25][CH:24]=1)[C@H:10]([OH:21])[C:11]([NH:13][CH2:14][C:15]1[CH:20]=[CH:19][CH:18]=[CH:17][CH:16]=1)=[O:12].C(N(CC)C(C)C)(C)C.[NH:38]1[C:46]2[C:41](=[CH:42][CH:43]=[CH:44][CH:45]=2)[C:40]([CH2:47][C@H:48]([NH:52][C:53](=[O:65])[C@@H:54]([NH:56][C:57]([C:59]2[CH:63]=[C:62]([CH3:64])[O:61][N:60]=2)=[O:58])[CH3:55])[C:49](O)=[O:50])=[CH:39]1.CN(C(ON1N=NC2C=CC=NC1=2)=[N+](C)C)C.F[P-](F)(F)(F)(F)F, predict the reaction product. The product is: [CH2:22]([C@H:9]([NH:8][C:49]([C@@H:48]([NH:52][C:53]([C@@H:54]([NH:56][C:57]([C:59]1[CH:63]=[C:62]([CH3:64])[O:61][N:60]=1)=[O:58])[CH3:55])=[O:65])[CH2:47][C:40]1[C:41]2[C:46](=[CH:45][CH:44]=[CH:43][CH:42]=2)[NH:38][CH:39]=1)=[O:50])[CH:10]([C:11](=[O:12])[NH:13][CH2:14][C:15]1[CH:20]=[CH:19][CH:18]=[CH:17][CH:16]=1)[OH:21])[C:23]1[CH:28]=[CH:27][CH:26]=[CH:25][CH:24]=1. (3) The product is: [CH:40]([OH:42])=[O:41].[CH2:17]([C:21]1[CH:22]=[C:23]2[C:28](=[C:29]([O:31][CH:32]3[CH2:33][CH2:34][N:35]([CH2:6][CH2:7][CH2:8][S:9]([CH:12]4[CH2:16][CH2:15][CH2:14][CH2:13]4)(=[O:11])=[O:10])[CH2:36][CH2:37]3)[CH:30]=1)[N:27]=[CH:26][CH:25]=[CH:24]2)[CH2:18][CH2:19][CH3:20]. Given the reactants CS(O[CH2:6][CH2:7][CH2:8][S:9]([CH:12]1[CH2:16][CH2:15][CH2:14][CH2:13]1)(=[O:11])=[O:10])(=O)=O.[CH2:17]([C:21]1[CH:22]=[C:23]2[C:28](=[C:29]([O:31][CH:32]3[CH2:37][CH2:36][NH:35][CH2:34][CH2:33]3)[CH:30]=1)[N:27]=[CH:26][CH:25]=[CH:24]2)[CH2:18][CH2:19][CH3:20].[I-].[Na+].[C:40](=O)([O-:42])[OH:41].[Na+], predict the reaction product.